Dataset: Full USPTO retrosynthesis dataset with 1.9M reactions from patents (1976-2016). Task: Predict the reactants needed to synthesize the given product. (1) Given the product [OH:22][C:21]1[N:10]=[C:8]([C:7]2[CH:11]=[CH:12][CH:13]=[C:5]([N+:2]([O-:4])=[O:3])[CH:6]=2)[NH:9][C:16](=[O:17])[C:15]=1[CH3:14], predict the reactants needed to synthesize it. The reactants are: Cl.[N+:2]([C:5]1[CH:6]=[C:7]([CH:11]=[CH:12][CH:13]=1)[C:8]([NH2:10])=[NH:9])([O-:4])=[O:3].[CH3:14][CH:15]([C:21](OCC)=[O:22])[C:16](OCC)=[O:17]. (2) Given the product [Cl:26][C:27]1[CH:28]=[C:29]2[C:33](=[CH:34][CH:35]=1)[N:32]([CH2:36][CH3:37])[C:31](=[O:38])[C:30]2([OH:39])[CH2:48][C:43]1[C:42]([O:41][CH3:40])=[CH:47][CH:46]=[CH:45][N:44]=1, predict the reactants needed to synthesize it. The reactants are: BrC1C(CC2(O)C3C(=CC=C(C)C=3)N(CCC(C)C)C2=O)=NC=CC=1.[Cl:26][C:27]1[CH:28]=[C:29]2[C:33](=[CH:34][CH:35]=1)[N:32]([CH2:36][CH3:37])[C:31](=[O:38])[C:30]2=[O:39].[CH3:40][O:41][C:42]1[C:43]([CH3:48])=[N:44][CH:45]=[CH:46][CH:47]=1. (3) Given the product [CH2:1]([O:8][C:9]1[CH:27]=[CH:26][C:25]2=[CH:28][C:10]=1[CH2:11][C@H:12]([NH:65][C:66]([O:68][CH2:69][C:70]1[CH:71]=[CH:72][CH:73]=[CH:74][CH:75]=1)=[O:67])[C:13](=[O:64])[NH:14][C@@H:15]([CH2:42][C@@H:43]([O:56][Si:57]([C:60]([CH3:63])([CH3:62])[CH3:61])([CH3:59])[CH3:58])[CH2:44][NH:45][C:46]([O:48][CH2:49][C:50]1[CH:51]=[CH:52][CH:53]=[CH:54][CH:55]=1)=[O:47])[C:16](=[O:41])[NH:17][C@H:18]([C:31]([OH:33])=[O:32])[CH2:19][C:20]1[CH:29]=[C:24]2[CH:23]=[CH:22][C:21]=1[Cl:30])[C:2]1[CH:7]=[CH:6][CH:5]=[CH:4][CH:3]=1, predict the reactants needed to synthesize it. The reactants are: [CH2:1]([O:8][C:9]1[CH:27]=[CH:26][C:25]2=[CH:28][C:10]=1[CH2:11][C@H:12]([NH:65][C:66]([O:68][CH2:69][C:70]1[CH:75]=[CH:74][CH:73]=[CH:72][CH:71]=1)=[O:67])[C:13](=[O:64])[NH:14][C@@H:15]([CH2:42][C@@H:43]([O:56][Si:57]([C:60]([CH3:63])([CH3:62])[CH3:61])([CH3:59])[CH3:58])[CH2:44][NH:45][C:46]([O:48][CH2:49][C:50]1[CH:55]=[CH:54][CH:53]=[CH:52][CH:51]=1)=[O:47])[C:16](=[O:41])[NH:17][C@H:18]([C:31]([O:33]CC1C=CC=CC=1)=[O:32])[CH2:19][C:20]1[CH:29]=[C:24]2[CH:23]=[CH:22][C:21]=1[Cl:30])[C:2]1[CH:7]=[CH:6][CH:5]=[CH:4][CH:3]=1.O.CO.[OH-].[Li+]. (4) Given the product [CH3:85][O:86][C:87](=[O:114])[NH:88][CH:89]([C:93]([N:95]1[CH:100]([C:101]2[NH:102][C:103]([C:106]3[CH:107]=[CH:108][C:109]([C:71]4[CH:72]=[CH:73][C:68]([C:65]5[NH:64][C:63]([CH:62]6[CH:61]7[CH2:60][CH:59]([CH2:58][CH2:83]7)[N:57]6[C:55](=[O:56])[CH:51]([NH:50][C:49]([O:48][CH3:47])=[O:84])[CH:52]([CH3:53])[CH3:54])=[N:67][CH:66]=5)=[CH:69][CH:70]=4)=[CH:110][CH:111]=3)=[CH:104][N:105]=2)[CH:99]2[CH2:113][CH:96]1[CH2:97][CH2:98]2)=[O:94])[CH:90]([CH3:92])[CH3:91], predict the reactants needed to synthesize it. The reactants are: C(OC(N1CCCC1C1NC(C2C=CC(C3C=CC(C4NC(C5CCN(C(OC(C)(C)C)=O)C5)=NC=4)=CC=3)=CC=2)=CN=1)=O)(C)(C)C.[CH3:47][O:48][C:49](=[O:84])[NH:50][CH:51]([C:55]([N:57]1[CH:62]([C:63]2[NH:64][C:65]([C:68]3[CH:73]=[CH:72][C:71](B4OC(C)(C)C(C)(C)O4)=[CH:70][CH:69]=3)=[CH:66][N:67]=2)[CH:61]2[CH2:83][CH:58]1[CH2:59][CH2:60]2)=[O:56])[CH:52]([CH3:54])[CH3:53].[CH3:85][O:86][C:87](=[O:114])[NH:88][CH:89]([C:93]([N:95]1[CH:100]([C:101]2[NH:102][C:103]([C:106]3[CH:111]=[CH:110][C:109](Br)=[CH:108][CH:107]=3)=[CH:104][N:105]=2)[CH:99]2[CH2:113][CH:96]1[CH2:97][CH2:98]2)=[O:94])[CH:90]([CH3:92])[CH3:91].C(OC(N1CCCC1C1NC(C2C=CC(B3OC(C)(C)C(C)(C)O3)=CC=2)=CN=1)=O)(C)(C)C.C(OC(N1CCC(C2NC(C3C=CC(Br)=CC=3)=CN=2)C1)=O)(C)(C)C. (5) The reactants are: [F:1][C:2]1[CH:7]=[CH:6][C:5]([C:8]2[N:9]=[C:10]3[CH:15]=[CH:14][C:13]([N:16]4[CH2:21][CH2:20][O:19][CH2:18][CH2:17]4)=[CH:12][N:11]3[C:22]=2[C:23]2[CH:24]=[CH:25][C:26]3[N:27]([CH:29]=[C:30]([NH:32]C(=O)C)[N:31]=3)[N:28]=2)=[CH:4][CH:3]=1.Cl.O1CCOCC1. Given the product [F:1][C:2]1[CH:7]=[CH:6][C:5]([C:8]2[N:9]=[C:10]3[CH:15]=[CH:14][C:13]([N:16]4[CH2:21][CH2:20][O:19][CH2:18][CH2:17]4)=[CH:12][N:11]3[C:22]=2[C:23]2[CH:24]=[CH:25][C:26]3[N:27]([CH:29]=[C:30]([NH2:32])[N:31]=3)[N:28]=2)=[CH:4][CH:3]=1, predict the reactants needed to synthesize it. (6) Given the product [CH2:27]([N:19]([CH2:12][C:13]1[CH:18]=[CH:17][CH:16]=[CH:15][CH:14]=1)[C@H:20]1[CH2:24][CH2:23][CH2:22][C@@H:21]1[N:25]([CH3:26])[C:2]1[CH:7]=[N:6][C:5]([C:8]([F:11])([F:10])[F:9])=[CH:4][N:3]=1)[C:28]1[CH:29]=[CH:30][CH:31]=[CH:32][CH:33]=1, predict the reactants needed to synthesize it. The reactants are: Cl[C:2]1[CH:7]=[N:6][C:5]([C:8]([F:11])([F:10])[F:9])=[CH:4][N:3]=1.[CH2:12]([N:19]([CH2:27][C:28]1[CH:33]=[CH:32][CH:31]=[CH:30][CH:29]=1)[C@H:20]1[CH2:24][CH2:23][CH2:22][C@@H:21]1[NH:25][CH3:26])[C:13]1[CH:18]=[CH:17][CH:16]=[CH:15][CH:14]=1.CCN(C(C)C)C(C)C. (7) Given the product [Cl:1][C:2]1[CH:7]=[C:6]([Cl:8])[CH:5]=[CH:4][C:3]=1[CH2:9][N:10]1[C:11]([OH:31])=[C:12]([C:27]([NH:35][C:34]2[C:33]([F:32])=[CH:39][CH:38]=[CH:37][C:36]=2[F:40])=[O:28])[C:13]([OH:26])=[C:14]([C:17]([NH:19][CH2:20][C:21]([OH:23])=[O:22])=[O:18])[C:15]1=[O:16], predict the reactants needed to synthesize it. The reactants are: [Cl:1][C:2]1[CH:7]=[C:6]([Cl:8])[CH:5]=[CH:4][C:3]=1[CH2:9][N:10]1[C:15](=[O:16])[C:14]([C:17]([NH:19][CH2:20][C:21]([O:23]CC)=[O:22])=[O:18])=[C:13]([OH:26])[C:12]([C:27](OC)=[O:28])=[C:11]1[OH:31].[F:32][C:33]1[CH:39]=[CH:38][CH:37]=[C:36]([F:40])[C:34]=1[NH2:35].[OH-].[Na+]. (8) Given the product [CH3:8][N:6]([CH3:7])[CH2:5]/[CH:4]=[CH:37]/[C:36]([NH:35][C:33]1[N:32]=[CH:31][C:27]2[N:28]=[CH:29][N:30]=[C:25]([NH:24][C:19]3[CH:20]=[CH:21][C:22]([F:23])=[C:17]([C:15]#[CH:16])[CH:18]=3)[C:26]=2[CH:34]=1)=[O:46], predict the reactants needed to synthesize it. The reactants are: C(O[CH:4](OCC)[CH2:5][N:6]([CH3:8])[CH3:7])C.Cl.[OH-].[K+].[C:15]([C:17]1[CH:18]=[C:19]([NH:24][C:25]2[C:26]3[CH:34]=[C:33]([NH:35][C:36](=[O:46])[CH2:37]P(=O)(OCC)OCC)[N:32]=[CH:31][C:27]=3[N:28]=[CH:29][N:30]=2)[CH:20]=[CH:21][C:22]=1[F:23])#[CH:16].[Li+].[Cl-]. (9) Given the product [Br:10][C:8]1[CH:7]=[N:6][CH:5]=[C:4]([C:1]2[N:2]=[CH:15][CH:14]=[CH:13][N:3]=2)[CH:9]=1, predict the reactants needed to synthesize it. The reactants are: [C:1]([C:4]1[CH:5]=[N:6][CH:7]=[C:8]([Br:10])[CH:9]=1)(=[NH:3])[NH2:2].CO[CH:13](OC)[CH2:14][CH:15](OC)OC. (10) The reactants are: O1CCOCC1.[C:7]([O:17][C:18](=[C:20]([F:22])[F:21])[F:19])([C:10]([C:13]([F:16])([F:15])[F:14])([F:12])[F:11])([F:9])[F:8].[OH:23][CH2:24][CH2:25][CH2:26][CH2:27][OH:28].[OH-].[K+]. Given the product [C:13]([C:10]([C:7]([O:17][CH:18]([C:20]([O:23][CH2:24][CH2:25][CH2:26][CH2:27][OH:28])([F:21])[F:22])[F:19])([F:9])[F:8])([F:12])[F:11])([F:16])([F:15])[F:14], predict the reactants needed to synthesize it.